Dataset: Full USPTO retrosynthesis dataset with 1.9M reactions from patents (1976-2016). Task: Predict the reactants needed to synthesize the given product. (1) Given the product [CH2:9]([O:8][C:6](=[O:7])[CH:5]([N:11]([C:14]([O:16][C:17]([CH3:20])([CH3:19])[CH3:18])=[O:15])[CH3:12])[C:4]([O:3][CH2:1][CH3:2])=[O:13])[CH3:10], predict the reactants needed to synthesize it. The reactants are: [CH2:1]([O:3][C:4](=[O:13])[CH:5]([NH:11][CH3:12])[C:6]([O:8][CH2:9][CH3:10])=[O:7])[CH3:2].[C:14](O[C:14]([O:16][C:17]([CH3:20])([CH3:19])[CH3:18])=[O:15])([O:16][C:17]([CH3:20])([CH3:19])[CH3:18])=[O:15]. (2) Given the product [C:11]([O:15][C:16](=[O:35])[NH:17][CH:18]([CH2:27][C:28]1[CH:29]=[CH:30][C:31]([Cl:34])=[CH:32][CH:33]=1)[C:19](=[O:26])[N:20]1[CH2:21][CH2:22][N:23]([C:2]2[CH:7]=[CH:6][N:5]=[C:4]3[CH:8]=[CH:9][NH:10][C:3]=23)[CH2:24][CH2:25]1)([CH3:14])([CH3:12])[CH3:13], predict the reactants needed to synthesize it. The reactants are: Cl[C:2]1[CH:7]=[CH:6][N:5]=[C:4]2[CH:8]=[CH:9][NH:10][C:3]=12.[C:11]([O:15][C:16](=[O:35])[NH:17][CH:18]([CH2:27][C:28]1[CH:33]=[CH:32][C:31]([Cl:34])=[CH:30][CH:29]=1)[C:19](=[O:26])[N:20]1[CH2:25][CH2:24][NH:23][CH2:22][CH2:21]1)([CH3:14])([CH3:13])[CH3:12]. (3) Given the product [CH3:9][O:8][C:6]([C:5]1[CH:11]=[CH:12][C:2]([NH:1][C:20](=[O:21])[CH:19]([C:13]2[CH:18]=[CH:17][CH:16]=[CH:15][CH:14]=2)[CH2:24][C:23]([OH:25])=[O:22])=[CH:3][CH:4]=1)=[O:7], predict the reactants needed to synthesize it. The reactants are: [NH2:1][C:2]1[CH:12]=[CH:11][C:5]([C:6]([O:8][CH2:9]C)=[O:7])=[CH:4][CH:3]=1.[C:13]1([CH:19]2[CH2:24][C:23](=[O:25])[O:22][C:20]2=[O:21])[CH:18]=[CH:17][CH:16]=[CH:15][CH:14]=1.CC#N. (4) Given the product [Br:18][C:19]1[CH:24]=[C:23]([NH2:25])[CH:22]=[CH:21][C:20]=1[N:28]1[CH2:29][CH2:30][O:31][CH2:32][CH2:33]1, predict the reactants needed to synthesize it. The reactants are: C(N1CCN(C2C=CC(N)=CC=2C)CC1)(=O)C.[Br:18][C:19]1[CH:24]=[C:23]([N+:25]([O-])=O)[CH:22]=[CH:21][C:20]=1[N:28]1[CH2:33][CH2:32][O:31][CH2:30][CH2:29]1. (5) Given the product [CH3:1][O:2][C:3](=[O:24])[C:4]1[CH:9]=[C:8]([CH:10]2[C:37]3[C:38](=[O:40])[CH2:39][CH:34]([CH2:31][CH2:32][CH3:33])[CH2:35][C:36]=3[NH:30][C:26]([CH3:25])=[C:27]2[C:28]#[N:29])[CH:7]=[C:6]([Br:12])[C:5]=1[O:13][CH2:14][C:15]1[CH:20]=[CH:19][CH:18]=[C:17]([N+:21]([O-:23])=[O:22])[CH:16]=1, predict the reactants needed to synthesize it. The reactants are: [CH3:1][O:2][C:3](=[O:24])[C:4]1[CH:9]=[C:8]([CH:10]=O)[CH:7]=[C:6]([Br:12])[C:5]=1[O:13][CH2:14][C:15]1[CH:20]=[CH:19][CH:18]=[C:17]([N+:21]([O-:23])=[O:22])[CH:16]=1.[CH3:25]/[C:26](/[NH2:30])=[CH:27]\[C:28]#[N:29].[CH2:31]([CH:34]1[CH2:39][C:38](=[O:40])[CH2:37][C:36](=O)[CH2:35]1)[CH2:32][CH3:33].